This data is from Experimentally validated miRNA-target interactions with 360,000+ pairs, plus equal number of negative samples. The task is: Binary Classification. Given a miRNA mature sequence and a target amino acid sequence, predict their likelihood of interaction. (1) The miRNA is hsa-miR-1909-5p with sequence UGAGUGCCGGUGCCUGCCCUG. The protein sequence of the target gene is MEVSTNPSSNIDPGDYVEMNDSITHLPSKVVIQDITMELHCPLCNDWFRDPLMLSCGHNFCEACIQDFWRLQAKETFCPECKMLCQYNNCTFNPVLDKLVEKIKKLPLLKGHPQCPEHGENLKLFSKPDGKLICFQCKDARLSVGQSKEFLQISDAVHFFTEELAIQQGQLETTLKELQTLRNMQKEAIAAHKENKLHLQQHVSMEFLKLHQFLHSKEKDILTELREEGKALNEEMELNLSQLQEQCLLAKDMLVSIQAKTEQQNSFDFLKDITTLLHSLEQGMKVLATRELISRKLNLG.... Result: 0 (no interaction). (2) The miRNA is mmu-miR-466h-5p with sequence UGUGUGCAUGUGCUUGUGUGUA. The protein sequence of the target gene is MMLSEQAQKWFPTHVQVTVLQAKDLKPKGKSGTNDTYTIIQLGKEKYSTSVAEKTLEPVWKEEASFELPGLLIQGSPEKYILFLIVMHRSLVGLDKFLGQVAINLNDIFEDKQRRKTEWFRLESKQGKRIKNRGEIKVNIQFMRNNMTASMFDLSMKDKTRSPFAKLKDKMKGRKNDGTFSDTSSAIIPSTHMPDANSEFSSGEIQMKSKPKKPFLLGPQRLSSAHSMSDLSGSHMSSEKLKAGTIGQTHLLGHQLDSFGTVPESGSLKSPHRRTLSFDTSKMNQPDSIVDEGELCFGRQ.... Result: 0 (no interaction). (3) The miRNA is mmu-miR-467d-5p with sequence UAAGUGCGCGCAUGUAUAUGCG. The protein sequence of the target gene is MQCLLLLPFLLLGTVSALHLENDAPHLESLETQADLGQDLDSSKEQERDLALTEEVIQAEGEEVKASACQDNFEDEEAMESDPAALDKDFQCPREEDIVEVQGSPRCKICRYLLVRTPKTFAEAQNVCSRCYGGNLVSIHDFNFNYRIQCCTSTVNQAQVWIGGNLRGWFLWKRFCWTDGSHWNFAYWSPGQPGNGQGSCVALCTKGGYWRRAQCDKQLPFVCSF. Result: 0 (no interaction). (4) The miRNA is hsa-miR-4657 with sequence AAUGUGGAAGUGGUCUGAGGCAU. The protein sequence of the target gene is MEIDNQTWVREFILLGLSSDWCTQISLFSLFLVTYLMTVLGNCLIVLLIRLDSRLHTPMYFFLTNLSLVDVSYATSVVPQLLAHFLAEHKAIPFQSCAAQLFFSLALGGIEFVLLAVMAYDRHVAVSDRLRYSAIMHGGLCARLAITSWVSGSINSLVQTAITFQLPMCTNKFIDHISCELLAVVRLACVDTSSNEAAIMVSSIVLLMTPFCLVLLSYIRIISTILKIQSREGRKKAFHTCASHLTVVALCYGTTIFTYIQPHSGPSVLQEKLISVFYAIVMPLLNPVIYSLRNKEVKGA.... Result: 0 (no interaction). (5) The miRNA is hsa-miR-648 with sequence AAGUGUGCAGGGCACUGGU. The protein sequence of the target gene is MSEVEAAAGATAVPAATVPATAAGVVAVVVPVPAGEPQKGGGAGGGGGAASGPAAGTPSAPGSRTPGNPATAVSGTPAPPARSQADKPVLAIQVLGTVKWFNVRNGYGFINRNDTKEDVFVHQTAIKRNNPRKFLRSVGDGETVEFDVVEGEKGAEATNVTGPGGVPVKGSRYAPNRRKSRRFIPRPPSVAPPPMVAEIPSAGTGPGSKGERAEDSGQRPRRWCPPPFFYRRRFVRGPRPPNQQQPIEGTDRVEPKETAPLEGHQQQGDERVPPPRFRPRYRRPFRPRPRQQPTTEGGDG.... Result: 0 (no interaction). (6) The miRNA is mmu-miR-211-5p with sequence UUCCCUUUGUCAUCCUUUGCCU. The protein sequence of the target gene is MEIIFGQNKKEQLEPVQAKVTGSIPAWLQGTLLRNGPGMHTVGESKYNHWFDGLALLHSFSIRDGEVFYRSKYLQSDTYIANIEANRIVVSEFGTMAYPDPCKNIFSKAFSYLSHTIPDFTDNCLINIMKCGEDFYATTETNYIRKIDPQTLETLEKVDYRKYVAVNLATSHPHYDEAGNVLNMGTSVVDKGRTKYVIFKIPATVPDSKKKGKSPVKHAEVFCSISSRSLLSPSYYHSFGVTENYVVFLEQPFKLDILKMATAYMRGVSWASCMSFDREDKTYIHIIDQRTRKPVPTKFY.... Result: 1 (interaction). (7) The miRNA is mmu-miR-871-5p with sequence UAUUCAGAUUAGUGCCAGUCAUG. The protein sequence of the target gene is MDASPEPQQKGGTLVLVRRQPPVSQGLLETLKARLKKSCTCSMPCAQALVQGLFPAIHWLPQYRLKEYLAGDVMSGLVIGIILVPQAIAYSLLAGLQPIYSLYTSFFANLIYFLMGTSRHVNVGIFSLLCLMVGQVVDRELQLAGFDPSQDSLGPKNNDSTLNNSATTLIIGLQDCRRDCYAIRVATALTLMAGLYQVLMGILRLGFVSTYLSQPLLDGFAMGASVTILTSQAKHMLGVQIPRHQGLGMVVHTWLSLLQNVGQANICDVVTSALCLGVLLAAKELSDRYRHRLKVPIPTE.... Result: 0 (no interaction). (8) The miRNA is hsa-miR-4797-5p with sequence GACAGAGUGCCACUUACUGAA. The protein sequence of the target gene is MRTANGGPRARASPSASPADPGLPEGSERTEMRMRQMCGGSETQGPAPSQQGGRGSNACCFCWCCCCTCSCLTVRNQEDQRPQRASHEIRTDIPACEESPTPTLEEVCAWAQSFDNLMVTPAGRNAFREFLRTEFSEENMLFWMACEELKREANKSTIEEKARIIYEDYISILSPKEVSLDSRVREVINRNMVDPSQHIFDDAQLQIYTLMHRDSYPRFMNSTVYKDLLTSLAEKTVEA. Result: 0 (no interaction).